Predict the reactants needed to synthesize the given product. From a dataset of Full USPTO retrosynthesis dataset with 1.9M reactions from patents (1976-2016). (1) Given the product [CH:27]([NH:34][C:35]([N:18]1[CH2:19][CH2:20][N:15]([CH2:14][C:5]2([C:8]3[CH:13]=[CH:12][CH:11]=[CH:10][CH:9]=3)[CH2:6][CH2:7][N:2]([CH3:1])[CH2:3][CH2:4]2)[CH2:16][CH2:17]1)=[O:36])([C:28]1[CH:29]=[CH:30][CH:31]=[CH:32][CH:33]=1)[C:21]1[CH:26]=[CH:25][CH:24]=[CH:23][CH:22]=1, predict the reactants needed to synthesize it. The reactants are: [CH3:1][N:2]1[CH2:7][CH2:6][C:5]([CH2:14][N:15]2[CH2:20][CH2:19][NH:18][CH2:17][CH2:16]2)([C:8]2[CH:13]=[CH:12][CH:11]=[CH:10][CH:9]=2)[CH2:4][CH2:3]1.[C:21]1([CH:27]([N:34]=[C:35]=[O:36])[C:28]2[CH:33]=[CH:32][CH:31]=[CH:30][CH:29]=2)[CH:26]=[CH:25][CH:24]=[CH:23][CH:22]=1. (2) Given the product [N+:19]([C:11]1[CH:10]=[C:9]([CH:14]=[C:13]([C:15]([F:18])([F:17])[F:16])[CH:12]=1)[CH2:7][N:4]1[CH2:3][CH2:2][O:1][CH2:6][CH2:5]1)([O-:21])=[O:20], predict the reactants needed to synthesize it. The reactants are: [O:1]1[CH2:6][CH2:5][N:4]([C:7]([C:9]2[CH:14]=[C:13]([C:15]([F:18])([F:17])[F:16])[CH:12]=[C:11]([N+:19]([O-:21])=[O:20])[CH:10]=2)=O)[CH2:3][CH2:2]1.CSC.B. (3) Given the product [Cl:1][C:2]1[CH:9]=[CH:8][CH:7]=[CH:6][C:3]=1[CH:4]([N:17]([C:13]1[CH:14]=[CH:15][CH:16]=[C:11]([F:10])[CH:12]=1)[C:30]([C@@H:28]1[CH2:29][N:25]([C:23]([O:22][C:18]([CH3:19])([CH3:20])[CH3:21])=[O:24])[C:26](=[O:33])[NH:27]1)=[O:32])[C:40]([NH:39][CH:37]1[CH2:38][C:35]([F:41])([F:34])[CH2:36]1)=[O:43], predict the reactants needed to synthesize it. The reactants are: [Cl:1][C:2]1[CH:9]=[CH:8][CH:7]=[CH:6][C:3]=1[CH:4]=O.[F:10][C:11]1[CH:12]=[C:13]([NH2:17])[CH:14]=[CH:15][CH:16]=1.[C:18]([O:22][C:23]([N:25]1[CH2:29][C@@H:28]([C:30]([OH:32])=O)[NH:27][C:26]1=[O:33])=[O:24])([CH3:21])([CH3:20])[CH3:19].[F:34][C:35]1([F:41])[CH2:38][CH:37]([N+:39]#[C-:40])[CH2:36]1.C[OH:43].